Dataset: Full USPTO retrosynthesis dataset with 1.9M reactions from patents (1976-2016). Task: Predict the reactants needed to synthesize the given product. (1) Given the product [Cl:11][C:12]1[CH:17]=[CH:16][CH:15]=[CH:14][C:13]=1[C:7]1[CH:8]=[C:2]([F:1])[C:3]([NH2:4])=[C:5]([F:10])[CH:6]=1, predict the reactants needed to synthesize it. The reactants are: [F:1][C:2]1[CH:8]=[C:7](Br)[CH:6]=[C:5]([F:10])[C:3]=1[NH2:4].[Cl:11][C:12]1[CH:17]=[CH:16][CH:15]=[CH:14][C:13]=1B(O)O. (2) Given the product [F:10][C:11]1[CH:12]=[CH:13][CH:14]=[C:15]2[C:20]=1[N:19]=[CH:18][C:17]([I:1])=[CH:16]2, predict the reactants needed to synthesize it. The reactants are: [I:1]NC(=O)CCC(N)=O.[F:10][C:11]1[CH:12]=[CH:13][CH:14]=[C:15]2[C:20]=1[N:19]=[CH:18][CH:17]=[CH:16]2.[O-]S([O-])=O.[Na+].[Na+].O. (3) Given the product [OH:25][CH2:24][CH2:23][O:1][C:2]1[CH:3]=[CH:4][C:5]([C:6]([C:8]2[CH:13]=[CH:12][CH:11]=[CH:10][CH:9]=2)=[O:7])=[CH:14][CH:15]=1, predict the reactants needed to synthesize it. The reactants are: [OH:1][C:2]1[CH:15]=[CH:14][C:5]([C:6]([C:8]2[CH:13]=[CH:12][CH:11]=[CH:10][CH:9]=2)=[O:7])=[CH:4][CH:3]=1.C([O-])([O-])=O.[K+].[K+].Cl[CH2:23][CH2:24][OH:25].[Na+].[I-]. (4) Given the product [CH3:26][N:27]([CH3:31])[CH2:28][CH2:29][O:1][C:2]1[CH:3]=[CH:4][C:5]2[C:14]3[N:13]=[CH:12][CH:11]=[CH:10][C:9]=3[C:8](=[O:15])[N:7]([CH2:16][O:17][CH3:18])[C:6]=2[CH:19]=1, predict the reactants needed to synthesize it. The reactants are: [OH:1][C:2]1[CH:3]=[CH:4][C:5]2[C:14]3[N:13]=[CH:12][CH:11]=[CH:10][C:9]=3[C:8](=[O:15])[N:7]([CH2:16][O:17][CH3:18])[C:6]=2[CH:19]=1.C(=O)([O-])[O-].[K+].[K+].[CH3:26][N:27]([CH3:31])[CH2:28][CH2:29]Cl. (5) Given the product [CH3:28][N:26]1[CH:27]=[C:23]([C:19]2[CH:18]=[C:17]3[C:22](=[CH:21][CH:20]=2)[N:13]([C:12]2[C:6]4[CH2:5][N:4]([C:1](=[O:3])[CH3:2])[CH2:9][CH2:8][C:7]=4[N:10]([CH:29]4[CH2:33][CH2:32][NH:31][CH2:30]4)[N:11]=2)[CH2:14][CH2:15][CH2:16]3)[CH:24]=[N:25]1, predict the reactants needed to synthesize it. The reactants are: [C:1]([N:4]1[CH2:9][CH2:8][C:7]2[N:10]([CH:29]3[CH2:33][CH2:32][N:31](C(OC(C)(C)C)=O)[CH2:30]3)[N:11]=[C:12]([N:13]3[C:22]4[C:17](=[CH:18][C:19]([C:23]5[CH:24]=[N:25][N:26]([CH3:28])[CH:27]=5)=[CH:20][CH:21]=4)[CH2:16][CH2:15][CH2:14]3)[C:6]=2[CH2:5]1)(=[O:3])[CH3:2].FC(F)(F)C(O)=O. (6) Given the product [C:22]([C:23]1[CH:28]=[CH:27][CH:26]=[C:25]([S:29]([CH2:32][CH2:33][CH3:34])(=[O:30])=[O:31])[CH:24]=1)#[CH:21], predict the reactants needed to synthesize it. The reactants are: C(OC(=O)COC1C=CC(Cl)=CC=1C#C)(C)(C)C.C[Si](C)(C)[C:21]#[C:22][C:23]1[CH:28]=[CH:27][CH:26]=[C:25]([S:29]([CH2:32][CH2:33][CH3:34])(=[O:31])=[O:30])[CH:24]=1. (7) Given the product [ClH:18].[CH3:13][C:11]1([CH3:14])[CH2:12][NH:8][CH:9]([C:15]([NH2:16])=[O:17])[CH2:10]1, predict the reactants needed to synthesize it. The reactants are: C(OC([N:8]1[CH2:12][C:11]([CH3:14])([CH3:13])[CH2:10][CH:9]1[C:15](=[O:17])[NH2:16])=O)(C)(C)C.[ClH:18].C(OCC)C. (8) Given the product [CH3:12][C:13]1[C:14]([CH2:20][NH:11][C@H:9]2[C:10]3[N:1]=[CH:2][CH:3]=[CH:4][C:5]=3[CH2:6][CH2:7][CH2:8]2)=[N:15][CH:16]=[C:17]([CH3:19])[CH:18]=1, predict the reactants needed to synthesize it. The reactants are: [N:1]1[C:10]2[C@H:9]([NH2:11])[CH2:8][CH2:7][CH2:6][C:5]=2[CH:4]=[CH:3][CH:2]=1.[CH3:12][C:13]1[C:14]([CH:20]=O)=[N:15][CH:16]=[C:17]([CH3:19])[CH:18]=1.[BH-](OC(C)=O)(OC(C)=O)OC(C)=O.[Na+]. (9) Given the product [CH:1]1[C:10]2[C:5](=[CH:6][CH:7]=[CH:8][CH:9]=2)[CH:4]=[CH:3][C:2]=1[C:11]([NH:13][C:14]1[CH:15]=[CH:16][C:17]([CH2:18][N:19]2[C:27]3[C:22](=[CH:23][CH:24]=[C:25]([F:28])[CH:26]=3)[C:21]([CH2:29][C:30]([OH:32])=[O:31])=[N:20]2)=[CH:35][CH:36]=1)=[O:12], predict the reactants needed to synthesize it. The reactants are: [CH:1]1[C:10]2[C:5](=[CH:6][CH:7]=[CH:8][CH:9]=2)[CH:4]=[CH:3][C:2]=1[C:11]([NH:13][C:14]1[CH:36]=[CH:35][C:17]([CH2:18][N:19]2[C:27]3[C:22](=[CH:23][CH:24]=[C:25]([F:28])[CH:26]=3)[C:21]([CH2:29][C:30]([O:32]CC)=[O:31])=[N:20]2)=[CH:16][CH:15]=1)=[O:12].O.[OH-].[Li+].O.Cl.